This data is from Catalyst prediction with 721,799 reactions and 888 catalyst types from USPTO. The task is: Predict which catalyst facilitates the given reaction. Reactant: [CH2:1]([C:7]1[CH:8]=[CH:9][C:10]2[CH:11]=[C:12]3[C:25]([C:26](=O)[C:27]=2[CH:28]=1)=[CH:24][C:23]1[C:14]([C:15](=O)[C:16]2[C:21]([CH:22]=1)=[CH:20][CH:19]=[C:18]([CH2:30][CH2:31][CH2:32][CH2:33][CH2:34][CH3:35])[CH:17]=2)=[CH:13]3)[CH2:2][CH2:3][CH2:4][CH2:5][CH3:6].CC(CC)[O-].CC(CC)[O-].CC(CC)[O-].[Al+3]. Product: [CH2:1]([C:7]1[CH:8]=[CH:9][C:10]2[C:27](=[CH:26][C:25]3[C:12]([CH:11]=2)=[CH:13][C:14]2[C:23](=[CH:22][C:21]4[C:16]([CH:15]=2)=[CH:17][C:18]([CH2:30][CH2:31][CH2:32][CH2:33][CH2:34][CH3:35])=[CH:19][CH:20]=4)[CH:24]=3)[CH:28]=1)[CH2:2][CH2:3][CH2:4][CH2:5][CH3:6]. The catalyst class is: 728.